This data is from Forward reaction prediction with 1.9M reactions from USPTO patents (1976-2016). The task is: Predict the product of the given reaction. (1) Given the reactants [CH3:1][O:2][C:3]1[CH:10]=[CH:9][CH:8]=[CH:7][C:4]=1[CH2:5][NH2:6].[C:11]([CH2:14][C:15]1[CH:16]=[C:17]([CH2:21][C:22](O)=[O:23])[CH:18]=[CH:19][CH:20]=1)([OH:13])=[O:12].ON1C2C=CC=CC=2N=N1.CCN(C(C)C)C(C)C.Cl.CN(C)CCCN=C=NCC, predict the reaction product. The product is: [CH3:1][O:2][C:3]1[CH:10]=[CH:9][CH:8]=[CH:7][C:4]=1[CH2:5][NH:6][C:22]([CH2:21][C:17]1[CH:16]=[C:15]([CH2:14][C:11]([OH:13])=[O:12])[CH:20]=[CH:19][CH:18]=1)=[O:23]. (2) The product is: [C:5]1([C:3]2[N:31]=[C:30]([CH2:29][N:20]3[C:19](=[O:18])[C:27]4[C:22](=[CH:23][CH:24]=[CH:25][CH:26]=4)[C:21]3=[O:28])[S:32][C:2]=2[S:11][C:12]2[CH:17]=[CH:16][CH:15]=[CH:14][CH:13]=2)[CH:10]=[CH:9][CH:8]=[CH:7][CH:6]=1. Given the reactants Br[CH:2]([S:11][C:12]1[CH:17]=[CH:16][CH:15]=[CH:14][CH:13]=1)[C:3]([C:5]1[CH:10]=[CH:9][CH:8]=[CH:7][CH:6]=1)=O.[O:18]=[C:19]1[C:27]2[C:22](=[CH:23][CH:24]=[CH:25][CH:26]=2)[C:21](=[O:28])[N:20]1[CH2:29][C:30](=[S:32])[NH2:31].C(=O)([O-])O.[Na+], predict the reaction product. (3) Given the reactants [Cl:1][C:2]1[CH:3]=[CH:4][C:5]2[NH:11][C:10](=O)[CH:9]([CH2:13][C:14]3[S:15][C:16]([CH2:19][CH2:20][C:21]([O:23][CH3:24])=[O:22])=[CH:17][N:18]=3)[CH2:8][CH:7]([C:25]3[CH:30]=[CH:29][CH:28]=[C:27]([O:31][CH3:32])[C:26]=3[O:33][CH3:34])[C:6]=2[CH:35]=1.COC1C=CC(P2(SP(C3C=CC(OC)=CC=3)(=S)S2)=[S:45])=CC=1, predict the reaction product. The product is: [Cl:1][C:2]1[CH:3]=[CH:4][C:5]2[NH:11][C:10](=[S:45])[CH:9]([CH2:13][C:14]3[S:15][C:16]([CH2:19][CH2:20][C:21]([O:23][CH3:24])=[O:22])=[CH:17][N:18]=3)[CH2:8][CH:7]([C:25]3[CH:30]=[CH:29][CH:28]=[C:27]([O:31][CH3:32])[C:26]=3[O:33][CH3:34])[C:6]=2[CH:35]=1. (4) Given the reactants [CH2:1](N(CC)C1C=C(C=C(C)N=1)C(O)=O)C.Cl[C:17]1[CH:18]=[C:19]([CH:23]=[C:24](Cl)[N:25]=1)[C:20]([OH:22])=[O:21].[CH2:27]([NH:31][CH3:32])[CH:28]([CH3:30])[CH3:29], predict the reaction product. The product is: [CH2:27]([N:31]([CH3:32])[C:17]1[CH:18]=[C:19]([CH:23]=[C:24]([CH3:1])[N:25]=1)[C:20]([OH:22])=[O:21])[CH:28]([CH3:30])[CH3:29]. (5) Given the reactants [NH2:1][C:2]1[CH:3]=[C:4]([CH:7]=[C:8]([N:10]=[C:11]2[C:20]3[C:15](=[CH:16][C:17]([Cl:21])=[CH:18][CH:19]=3)[N:14]([CH2:22][CH2:23][N:24]3[CH2:29][CH2:28][CH2:27][CH2:26][CH2:25]3)[CH:13]=[CH:12]2)[CH:9]=1)[C:5]#[N:6].Cl.Cl[CH2:32][CH2:33][N:34]1[CH2:39][CH2:38][CH2:37][CH2:36][CH2:35]1.CCN(C(C)C)C(C)C, predict the reaction product. The product is: [Cl:21][C:17]1[CH:16]=[C:15]2[C:20]([C:11](=[N:10][C:8]3[CH:7]=[C:4]([CH:3]=[C:2]([NH:1][CH2:32][CH2:33][N:34]4[CH2:39][CH2:38][CH2:37][CH2:36][CH2:35]4)[CH:9]=3)[C:5]#[N:6])[CH:12]=[CH:13][N:14]2[CH2:22][CH2:23][N:24]2[CH2:29][CH2:28][CH2:27][CH2:26][CH2:25]2)=[CH:19][CH:18]=1. (6) Given the reactants Br[C:2]1[C:3]([CH3:32])=[C:4]([CH2:7][O:8][C:9]2[CH:14]=[CH:13][C:12]3[C:15]4([CH2:30][O:31][C:11]=3[CH:10]=2)[CH2:20][CH2:19][N:18]([CH2:21][CH2:22][C:23]([O:25][C:26]([CH3:29])([CH3:28])[CH3:27])=[O:24])[CH2:17][CH2:16]4)[S:5][CH:6]=1.[C:33]1(B(O)O)[CH:38]=[CH:37][CH:36]=[CH:35][CH:34]=1.O.[O-]P([O-])([O-])=O.[K+].[K+].[K+], predict the reaction product. The product is: [CH3:32][C:3]1[C:2]([C:33]2[CH:38]=[CH:37][CH:36]=[CH:35][CH:34]=2)=[CH:6][S:5][C:4]=1[CH2:7][O:8][C:9]1[CH:14]=[CH:13][C:12]2[C:15]3([CH2:30][O:31][C:11]=2[CH:10]=1)[CH2:20][CH2:19][N:18]([CH2:21][CH2:22][C:23]([O:25][C:26]([CH3:29])([CH3:28])[CH3:27])=[O:24])[CH2:17][CH2:16]3. (7) Given the reactants [NH2:1][C:2]1[N:10]=[CH:9][N:8]=[C:7]2[C:3]=1[N:4]=[C:5]([S:35][C:36]1[C:44]([Br:45])=[CH:43][C:39]3[O:40][CH2:41][O:42][C:38]=3[CH:37]=1)[N:6]2[C:11]1[CH:34]=[CH:33][C:14]([CH2:15][C@@H:16]([C:25]([O:27][CH:28]2[CH2:32][CH2:31][CH2:30][CH2:29]2)=[O:26])[NH:17]C(OC(C)(C)C)=O)=[CH:13][CH:12]=1.C(O)(C(F)(F)F)=O.CO.C(Cl)Cl, predict the reaction product. The product is: [NH2:1][C:2]1[N:10]=[CH:9][N:8]=[C:7]2[C:3]=1[N:4]=[C:5]([S:35][C:36]1[C:44]([Br:45])=[CH:43][C:39]3[O:40][CH2:41][O:42][C:38]=3[CH:37]=1)[N:6]2[C:11]1[CH:12]=[CH:13][C:14]([CH2:15][C@@H:16]([C:25]([O:27][CH:28]2[CH2:32][CH2:31][CH2:30][CH2:29]2)=[O:26])[NH2:17])=[CH:33][CH:34]=1. (8) The product is: [CH3:14][O:11][C:5]1[CH:6]=[C:7]([CH3:10])[CH:8]=[CH:9][C:4]=1[Cl:3]. Given the reactants [H-].[Na+].[Cl:3][C:4]1[CH:9]=[CH:8][C:7]([CH3:10])=[CH:6][C:5]=1[OH:11].CI.[C:14](O)(=O)CC(CC(O)=O)(C(O)=O)O, predict the reaction product.